From a dataset of Catalyst prediction with 721,799 reactions and 888 catalyst types from USPTO. Predict which catalyst facilitates the given reaction. (1) Reactant: Cl.[C:2]([C:5]1[CH:21]=[CH:20][C:8]([CH2:9][NH:10][C:11](=[O:19])[C:12]2[CH:17]=[CH:16][CH:15]=[C:14]([Cl:18])[CH:13]=2)=[C:7]([NH:22][CH2:23][C:24](=[O:32])[NH:25][C:26]2[CH:27]=[N:28][CH:29]=[CH:30][CH:31]=2)[CH:6]=1)(=[NH:4])[NH2:3].Cl[C:34]([O:36][CH2:37][CH3:38])=[O:35].C(N(CC)CC)C. Product: [CH2:37]([O:36][C:34](=[O:35])/[N:4]=[C:2](\[NH2:3])/[C:5]1[CH:21]=[CH:20][C:8]([CH2:9][NH:10][C:11](=[O:19])[C:12]2[CH:17]=[CH:16][CH:15]=[C:14]([Cl:18])[CH:13]=2)=[C:7]([NH:22][CH2:23][C:24](=[O:32])[NH:25][C:26]2[CH:27]=[N:28][CH:29]=[CH:30][CH:31]=2)[CH:6]=1)[CH3:38]. The catalyst class is: 44. (2) Reactant: [CH:1]1([CH2:4][N:5]2[CH:14]([CH3:15])[CH2:13][C:12]3[C:11]([NH2:16])=[CH:10][CH:9]=[CH:8][C:7]=3[CH2:6]2)[CH2:3][CH2:2]1.O.[C:18]([OH:22])(=[O:21])[CH:19]=O.[BH3-]C#N.[Na+].O. Product: [CH:1]1([CH2:4][N:5]2[CH:14]([CH3:15])[CH2:13][C:12]3[C:7](=[CH:8][CH:9]=[CH:10][C:11]=3[NH:16][CH2:19][C:18]([OH:22])=[O:21])[CH2:6]2)[CH2:2][CH2:3]1. The catalyst class is: 5. (3) Reactant: Cl.Cl.[NH2:3][C:4]1([CH2:16][N:17]2[CH2:22][CH2:21][N:20]([S:23]([C:26]3[CH:35]=[CH:34][C:33]4[C:28](=[CH:29][CH:30]=[C:31]([Cl:36])[CH:32]=4)[CH:27]=3)(=[O:25])=[O:24])[CH2:19][C:18]2=[O:37])[CH2:9][CH2:8][N:7]([C:10]2[CH:15]=[CH:14][N:13]=[CH:12][CH:11]=2)[CH2:6][CH2:5]1.[CH2:38]([O:41][C:42](OC1C=CC([N+]([O-])=O)=CC=1)=[O:43])[CH2:39][CH3:40].C(N(C(C)C)C(C)C)C.C(OCC)(=O)C. Product: [Cl:36][C:31]1[CH:32]=[C:33]2[C:28](=[CH:29][CH:30]=1)[CH:27]=[C:26]([S:23]([N:20]1[CH2:21][CH2:22][N:17]([CH2:16][C:4]3([NH:3][C:42]([O:41][CH2:38][CH2:39][CH3:40])=[O:43])[CH2:9][CH2:8][N:7]([C:10]4[CH:11]=[CH:12][N:13]=[CH:14][CH:15]=4)[CH2:6][CH2:5]3)[C:18](=[O:37])[CH2:19]1)(=[O:24])=[O:25])[CH:35]=[CH:34]2. The catalyst class is: 3. (4) Reactant: Cl[C:2]1[C:7]([Cl:8])=[CH:6][C:5]([C:9]([F:12])([F:11])[F:10])=[CH:4][N:3]=1.[C:13]([N:20]1[CH2:25][CH2:24][NH:23][CH2:22][CH2:21]1)([O:15][C:16]([CH3:19])([CH3:18])[CH3:17])=[O:14].C(=O)([O-])[O-].[K+].[K+].CN(C)C=O. Product: [C:16]([O:15][C:13]([N:20]1[CH2:25][CH2:24][N:23]([C:2]2[C:7]([Cl:8])=[CH:6][C:5]([C:9]([F:12])([F:11])[F:10])=[CH:4][N:3]=2)[CH2:22][CH2:21]1)=[O:14])([CH3:19])([CH3:17])[CH3:18]. The catalyst class is: 226. (5) Reactant: [CH2:1]([NH:8][C:9]1[C:18]2[C:13](=[CH:14][CH:15]=[CH:16][CH:17]=2)[N:12]=[C:11]([NH2:19])[N:10]=1)[C:2]1[CH:7]=[CH:6][CH:5]=[CH:4][CH:3]=1.CCN(CC)CC.[C:27](Cl)(=[O:34])[C:28]1[CH:33]=[CH:32][CH:31]=[CH:30][CH:29]=1. Product: [CH2:1]([NH:8][C:9]1[C:18]2[C:13](=[CH:14][CH:15]=[CH:16][CH:17]=2)[N:12]=[C:11]([NH:19][C:27](=[O:34])[C:28]2[CH:33]=[CH:32][CH:31]=[CH:30][CH:29]=2)[N:10]=1)[C:2]1[CH:3]=[CH:4][CH:5]=[CH:6][CH:7]=1. The catalyst class is: 2.